This data is from Catalyst prediction with 721,799 reactions and 888 catalyst types from USPTO. The task is: Predict which catalyst facilitates the given reaction. (1) Reactant: [N:1]12[CH2:26][CH2:25][NH:24][CH2:23][CH2:22][NH:21][CH2:20][CH2:19][N:10]([CH2:11][CH2:12][NH:13][CH2:14][CH2:15][NH:16][CH2:17][CH2:18]1)[CH2:9][CH2:8][NH:7][CH2:6][CH2:5][NH:4][CH2:3][CH2:2]2.NCCN(CCN)CCN.C(C=O)=O.[N:41]12[CH2:66][CH2:65][N:64]=[CH:63][CH:62]=[N:61][CH2:60][CH2:59][N:50]([CH2:51][CH2:52][N:53]=[CH:54][CH:55]=[N:56][CH2:57][CH2:58]1)[CH2:49][CH2:48][N:47]=[CH:46][CH:45]=[N:44][CH2:43][CH2:42]2. Product: [NH3:1].[N:41]12[CH2:42][CH2:43][NH:44][CH2:45][CH2:46][NH:47][CH2:48][CH2:49][N:50]([CH2:59][CH2:60][NH:61][CH2:62][CH2:63][NH:64][CH2:65][CH2:66]1)[CH2:51][CH2:52][NH:53][CH2:54][CH2:55][NH:56][CH2:57][CH2:58]2.[N:1]12[CH2:18][CH2:17][N:16]=[CH:15][CH:14]=[N:13][CH2:12][CH2:11][N:10]([CH2:9][CH2:8][N:7]=[CH:6][CH:5]=[N:4][CH2:3][CH2:2]1)[CH2:19][CH2:20][N:21]=[CH:22][CH:23]=[N:24][CH2:25][CH2:26]2. The catalyst class is: 6. (2) Reactant: [CH3:1][C:2]1[CH:3]=[C:4]([C:19]2[S:23][C:22]([C:24]3[CH2:29][CH2:28][CH:27]([C:30]([O:32][CH2:33][CH3:34])=[O:31])[CH2:26][CH:25]=3)=[N:21][CH:20]=2)[CH:5]=[C:6]([NH:8][C:9]2[N:14]=[C:13]([C:15]([F:18])([F:17])[F:16])[CH:12]=[CH:11][N:10]=2)[CH:7]=1. Product: [CH3:1][C:2]1[CH:3]=[C:4]([C:19]2[S:23][C:22]([CH:24]3[CH2:29][CH2:28][CH:27]([C:30]([O:32][CH2:33][CH3:34])=[O:31])[CH2:26][CH2:25]3)=[N:21][CH:20]=2)[CH:5]=[C:6]([NH:8][C:9]2[N:14]=[C:13]([C:15]([F:18])([F:17])[F:16])[CH:12]=[CH:11][N:10]=2)[CH:7]=1. The catalyst class is: 8. (3) Reactant: [F:1][C:2]1[C:3]([NH:26][CH2:27][CH2:28][S:29]([OH:32])(=O)=[O:30])=[N:4][C:5]([C:8]2[CH:12]=[C:11]([C:13]3[CH:17]=[CH:16][O:15][N:14]=3)[N:10]([CH2:18][C:19]3[CH:24]=[CH:23][CH:22]=[CH:21][C:20]=3[F:25])[N:9]=2)=[N:6][CH:7]=1.S(Cl)([Cl:35])=O.S(Cl)(Cl)(=O)=O. Product: [F:1][C:2]1[C:3]([NH:26][CH2:27][CH2:28][S:29]([Cl:35])(=[O:32])=[O:30])=[N:4][C:5]([C:8]2[CH:12]=[C:11]([C:13]3[CH:17]=[CH:16][O:15][N:14]=3)[N:10]([CH2:18][C:19]3[CH:24]=[CH:23][CH:22]=[CH:21][C:20]=3[F:25])[N:9]=2)=[N:6][CH:7]=1. The catalyst class is: 139.